Dataset: NCI-60 drug combinations with 297,098 pairs across 59 cell lines. Task: Regression. Given two drug SMILES strings and cell line genomic features, predict the synergy score measuring deviation from expected non-interaction effect. (1) Drug 1: C1=NC(=NC(=O)N1C2C(C(C(O2)CO)O)O)N. Drug 2: COC1=C2C(=CC3=C1OC=C3)C=CC(=O)O2. Cell line: HL-60(TB). Synergy scores: CSS=74.3, Synergy_ZIP=-0.248, Synergy_Bliss=3.25, Synergy_Loewe=-16.8, Synergy_HSA=3.82. (2) Drug 1: CC(C1=C(C=CC(=C1Cl)F)Cl)OC2=C(N=CC(=C2)C3=CN(N=C3)C4CCNCC4)N. Drug 2: CC1C(C(=O)NC(C(=O)N2CCCC2C(=O)N(CC(=O)N(C(C(=O)O1)C(C)C)C)C)C(C)C)NC(=O)C3=C4C(=C(C=C3)C)OC5=C(C(=O)C(=C(C5=N4)C(=O)NC6C(OC(=O)C(N(C(=O)CN(C(=O)C7CCCN7C(=O)C(NC6=O)C(C)C)C)C)C(C)C)C)N)C. Cell line: SR. Synergy scores: CSS=91.1, Synergy_ZIP=24.1, Synergy_Bliss=21.8, Synergy_Loewe=2.25, Synergy_HSA=22.6. (3) Cell line: K-562. Drug 2: CC=C1C(=O)NC(C(=O)OC2CC(=O)NC(C(=O)NC(CSSCCC=C2)C(=O)N1)C(C)C)C(C)C. Drug 1: CC(C1=C(C=CC(=C1Cl)F)Cl)OC2=C(N=CC(=C2)C3=CN(N=C3)C4CCNCC4)N. Synergy scores: CSS=49.7, Synergy_ZIP=3.45, Synergy_Bliss=7.41, Synergy_Loewe=-10.2, Synergy_HSA=8.25. (4) Drug 1: CS(=O)(=O)CCNCC1=CC=C(O1)C2=CC3=C(C=C2)N=CN=C3NC4=CC(=C(C=C4)OCC5=CC(=CC=C5)F)Cl. Drug 2: COC1=C2C(=CC3=C1OC=C3)C=CC(=O)O2. Cell line: DU-145. Synergy scores: CSS=18.0, Synergy_ZIP=-2.54, Synergy_Bliss=4.29, Synergy_Loewe=-4.22, Synergy_HSA=1.68. (5) Drug 1: CC1C(C(=O)NC(C(=O)N2CCCC2C(=O)N(CC(=O)N(C(C(=O)O1)C(C)C)C)C)C(C)C)NC(=O)C3=C4C(=C(C=C3)C)OC5=C(C(=O)C(=C(C5=N4)C(=O)NC6C(OC(=O)C(N(C(=O)CN(C(=O)C7CCCN7C(=O)C(NC6=O)C(C)C)C)C)C(C)C)C)N)C. Drug 2: CC12CCC3C(C1CCC2O)C(CC4=C3C=CC(=C4)O)CCCCCCCCCS(=O)CCCC(C(F)(F)F)(F)F. Cell line: MALME-3M. Synergy scores: CSS=32.3, Synergy_ZIP=3.78, Synergy_Bliss=8.00, Synergy_Loewe=-41.7, Synergy_HSA=6.06.